From a dataset of TCR-epitope binding with 47,182 pairs between 192 epitopes and 23,139 TCRs. Binary Classification. Given a T-cell receptor sequence (or CDR3 region) and an epitope sequence, predict whether binding occurs between them. (1) The epitope is NLSALGIFST. The TCR CDR3 sequence is CSVEDRGVSYEQYF. Result: 1 (the TCR binds to the epitope). (2) The epitope is DRFYKTLRAEQASQEV. The TCR CDR3 sequence is CASRKDSHTEAFF. Result: 0 (the TCR does not bind to the epitope). (3) The epitope is LLWNGPMAV. The TCR CDR3 sequence is CASSDQTGDAYEQYF. Result: 1 (the TCR binds to the epitope).